Dataset: Drug-target binding data from BindingDB using IC50 measurements. Task: Regression. Given a target protein amino acid sequence and a drug SMILES string, predict the binding affinity score between them. We predict pIC50 (pIC50 = -log10(IC50 in M); higher means more potent). Dataset: bindingdb_ic50. (1) The small molecule is O=C1c2ccccc2C(=O)C12OC2c1cccc2ccccc12. The target protein (P15273) has sequence MNLSLSDLHRQVSRLVQQESGDCTGKLRGNVAANKETTFQGLTIASGARESEKVFAQTVLSHVANIVLTQEDTAKLLQSTVKHNLNNYELRSVGNGNSVLVSLRSDQMTLQDAKVLLEAALRQESGARGHVSSHSHSVLHAPGTPVREGLRSHLDPRTPPLPPRERPHTSGHHGAGEARATAPSTVSPYGPEARAELSSRLTTLRNTLAPATNDPRYLQACGGEKLNRFRDIQCCRQTAVRADLNANYIQVGNTRTIACQYPLQSQLESHFRMLAENRTPVLAVLASSSEIANQRFGMPDYFRQSGTYGSITVESKMTQQVGLGDGIMADMYTLTIREAGQKTISVPVVHVGNWPDQTAVSSEVTKALASLVDQTAETKRNMYESKGSSAVADDSKLRPVIHCRAGVGRTAQLIGAMCMNDSRNSQLSVEDMVSQMRVQRNGIMVQKDEQLDVLIKLAEGQGRPLLNS. The pIC50 is 4.8. (2) The drug is Cn1c(=O)[nH]c2nncnc2c1=O. The target protein (O14727) has sequence MDAKARNCLLQHREALEKDIKTSYIMDHMISDGFLTISEEEKVRNEPTQQQRAAMLIKMILKKDNDSYVSFYNALLHEGYKDLAALLHDGIPVVSSSSGKDSVSGITSYVRTVLCEGGVPQRPVVFVTRKKLVNAIQQKLSKLKGEPGWVTIHGMAGCGKSVLAAEAVRDHSLLEGCFPGGVHWVSVGKQDKSGLLMKLQNLCTRLDQDESFSQRLPLNIEEAKDRLRILMLRKHPRSLLILDDVWDSWVLKAFDSQCQILLTTRDKSVTDSVMGPKYVVPVESSLGKEKGLEILSLFVNMKKADLPEQAHSIIKECKGSPLVVSLIGALLRDFPNRWEYYLKQLQNKQFKRIRKSSSYDYEALDEAMSISVEMLREDIKDYYTDLSILQKDVKVPTKVLCILWDMETEEVEDILQEFVNKSLLFCDRNGKSFRYYLHDLQVDFLTEKNCSQLQDLHKKIITQFQRYHQPHTLSPDQEDCMYWYNFLAYHMASAKMHKEL.... The pIC50 is 4.8. (3) The drug is COC(=O)[C@H](CO)NC(=O)[C@H](CCCC[N+](C)(C)C)NC(=O)[C@H](CC(C)C)NC(=O)[C@H](C)NC(=O)[C@H](Cc1ccccc1)NC(=O)c1ccccc1. The target protein (Q8N8U2) has sequence MASGDLYEVERIVDKRKNKKGKWEYLIRWKGYGSTEDTWEPEHHLLHCEEFIDEFNGLHMSKDKRIKSGKQSSTSKLLRDSRGPSVEKLSHRPSDPGKSKGTSHKRKRINPPLAKPKKGYSGKPSSGGDRATKTVSYRTTPSGLQIMPLKKSQNGMENGDAGSEKDERHFGNGSHQPGLDLNDHVGEQDMGECDVNHATLAENGLGSALTNGGLNLHSPVKRKLEAEKDYVFDKRLRYSVRQNESNCRFRDIVVRKEEGFTHILLSSQTSDNNALTPEIMKEVRRALCNAATDDSKLLLLSAVGSVFCSGLDYSYLIGRLSSDRRKESTRIAEAIRDFVKAFIQFKKPIVVAINGPALGLGASILPLCDIVWASEKAWFQTPYATIRLTPAGCSSYTFPQILGVALANEMLFCGRKLTAQEACSRGLVSQVFWPTTFSQEVMLRVKEMASCSAVVLEESKCLVRSFLKSVLEDVNEKECLMLKQLWSSSKGLDSLFSYLQ.... The pIC50 is 6.2. (4) The drug is N[C@@H](CC(=O)N1CCn2c(nnc2C(F)(F)F)C1)Cc1cc(F)c(F)cc1F. The target protein (P28843) has sequence MKTPWKVLLGLLGVAALVTIITVPIVLLSKDEAAADSRRTYSLADYLKSTFRVKSYSLWWVSDFEYLYKQENNILLLNAEHGNSSIFLENSTFESFGYHSVSPDRLFVLLEYNYVKQWRHSYTASYNIYDVNKRQLITEEKIPNNTQWITWSPEGHKLAYVWKNDIYVKVEPHLPSHRITSTGEENVIYNGITDWVYEEEVFGAYSALWWSPNNTFLAYAQFNDTGVPLIEYSFYSDESLQYPKTVWIPYPKAGAVNPTVKFFIVNIDSLSSSSSAAPIQIPAPASVARGDHYLCDVVWATEERISLQWLRRIQNYSVMAICDYDKINLTWNCPSEQQHVEMSTTGWVGRFRPAEPHFTSDGSSFYKIISDKDGYKHICHFPKDKKDCTFITKGAWEVISIEALTSDYLYYISNQYKEMPGGRNLYKIQLTDHTNVKCLSCDLNPERCQYYAVSFSKEAKYYQLGCWGPGLPLYTLHRSTDHKELRVLEDNSALDRMLQD.... The pIC50 is 7.2. (5) The drug is CCOc1ccc(Cc2cc([C@@H]3OC(OC)[C@@H](O)[C@H](O)[C@H]3O)ccc2C)cc1. The target protein (Q923I7) has sequence MEQHVEAGSELGEQKVLIDNPADILVIAAYFLLVIGVGLWSMFRTNRGTVGGYFLAGRSMVWWPVGASLFASNIGSGHFVGLAGTGAASGLAVAGFEWNALFVVLLLGWLFVPVYLTAGVITMPQYLRKRFGGHRIRLYLSVLSLFLYIFTKISVDMFSGAVFIQQALGWNIYASVIALLGITMIYTVTGGLAALMYTDTVQTFVILAGAFILTGYAFHEVGGYSGLFDKYLGAMTSLTVSKDPSVGNISSTCYQPRPDSYHLLRDPVTGDLPWPALLLGLTIVSGWYWCSDQVIVQRCLAGKNLTHIKAGCILCGYLKLMPMFLMVMPGMISRILYPDEVACVVPEVCKRVCGTEVGCSNIAYPRLVVKLMPNGLRGLMLAVMLAALMSSLASIFNSSSTLFTMDIYTRLRPRAGDKELLLVGRLWVVFIVAVSVAWLPVVQAAQGGQLFDYIQSVSSYLAPPVSAVFVLALFVPRVNEKGAFWGLVGGLLMGLARLIP.... The pIC50 is 7.6. (6) The compound is NS(=O)(=O)c1cccc(NC(=S)NC(=O)c2cc3ccccc3oc2=O)c1. The target protein sequence is MSHHWGYGKHNGPEHWHKDFPIANGERQSPVDIDTKAVVQDPALKPLALVYGEATSRRMVNNGHSFNVEYDDSQDKAVLKDGPLTGTYRLVQFHFHWGSSDDQGSEHTVDRKKYAAELHLVHWNTKYGDFGTAAQQPDGLAVVGVFLKVGDANPALQKVLDALDSIKTKGKSTDFPNFDPGSLLPNVLDYWTYPGSLTTPPLLESVTWIVLKEPISVSSQQMLKFRTLNFNAEGEPELLMLANWRPAQPLKNRQVRGFPK. The pIC50 is 4.9. (7) The compound is Nc1nc(N)c2cc(COC(=O)c3ccc(C(=O)N[C@H](CCC(=O)O)C(=O)O)cc3)ccc2n1. The target protein (Q920D2) has sequence MVRPLNCIVAVSQNMGIGKNGDLPWPLLRNEFKYFQRMTTTSSVEGKQNLVIMGRKTWFSIPEKNRPLKDRINIVLSRELKEPPQGAHFLAKSLDDALKLIEQPELASKVDMVWVVGGSSVYQEAMNQPGHLRLFVTRIMQEFESDTFFPEIDLEKYKLLPEYPGVLSEIQEEKGIKYKFEVYEKKD. The pIC50 is 6.8.